From a dataset of Retrosynthesis with 50K atom-mapped reactions and 10 reaction types from USPTO. Predict the reactants needed to synthesize the given product. (1) Given the product O=C(O)c1cc2cc(Cl)ccc2nc1N[C@@H](Cc1ccc(Oc2nccc3ccc(Br)cc23)cc1)C(=O)O, predict the reactants needed to synthesize it. The reactants are: N[C@@H](Cc1ccc(Oc2nccc3ccc(Br)cc23)cc1)C(=O)O.O=C(O)c1cc2cc(Cl)ccc2nc1Cl. (2) Given the product O=C(O)Cc1ccc(Oc2ccnc3cc(C(=O)N4CCC4)sc23)cc1, predict the reactants needed to synthesize it. The reactants are: O=C(O)Cc1ccc(O)cc1.O=C(c1cc2nccc(Cl)c2s1)N1CCC1. (3) Given the product CC(C)(C)[Si](C)(C)OCCOc1cccc(I)c1, predict the reactants needed to synthesize it. The reactants are: CC(C)(C)[Si](C)(C)OCCBr.Oc1cccc(I)c1. (4) Given the product CCOC(=O)Cc1ccc(NC(=O)[C@H](Cc2ccccc2)NS(=O)(=O)c2ccc(Cl)cc2)cc1, predict the reactants needed to synthesize it. The reactants are: CCOC(=O)Cc1ccc(N)cc1.O=C(O)[C@H](Cc1ccccc1)NS(=O)(=O)c1ccc(Cl)cc1. (5) The reactants are: CC(C)[C@H](NC(=O)OCc1ccccc1)C(=O)OCC(COC(=O)[C@@H](NC(=O)OCc1ccccc1)C(C)C)CC(=O)O.ClCI. Given the product CC(C)[C@H](NC(=O)OCc1ccccc1)C(=O)OCC(COC(=O)[C@@H](NC(=O)OCc1ccccc1)C(C)C)CC(=O)OCCl, predict the reactants needed to synthesize it. (6) Given the product Cc1ccc(C)c(OCc2ccccc2C(C#N)=NOC(F)F)c1, predict the reactants needed to synthesize it. The reactants are: Cc1ccc(C)c(O)c1.N#CC(=NOC(F)F)c1ccccc1CBr. (7) The reactants are: CCCN(CCC)CCCCN(Cc1ccc(CN(Cc2ccc(C)cn2)Cc2ncc[nH]2)cc1)C(=O)OC(C)(C)C. Given the product CCCN(CCC)CCCCNCc1ccc(CN(Cc2ccc(C)cn2)Cc2ncc[nH]2)cc1, predict the reactants needed to synthesize it. (8) Given the product CCOC(=O)c1cn(CCCC#N)c(=O)cc1Nc1ccc(I)cc1F, predict the reactants needed to synthesize it. The reactants are: CCOC(=O)c1c[nH]c(=O)cc1Nc1ccc(I)cc1F.N#CCCCBr. (9) Given the product C[C@H](O)C(=O)N1CCCC1, predict the reactants needed to synthesize it. The reactants are: C1CCNC1.COC(=O)[C@H](C)O.